From a dataset of Catalyst prediction with 721,799 reactions and 888 catalyst types from USPTO. Predict which catalyst facilitates the given reaction. (1) The catalyst class is: 71. Product: [O:11]1[CH:12]=[C:8]([C:6]2[N:7]=[C:2]([NH:25][C:26]3[CH:27]=[CH:28][C:29]([N:32]4[CH2:33][CH2:34][N:35]([C:38](=[O:40])[CH3:39])[CH2:36][CH2:37]4)=[CH:30][CH:31]=3)[C:3]3[NH:15][N:14]=[CH:13][C:4]=3[N:5]=2)[N:9]=[CH:10]1. Reactant: Cl[C:2]1[C:3]2[C:4](=[CH:13][N:14](CC3C=CC(OC)=CC=3)[N:15]=2)[N:5]=[C:6]([C:8]2[N:9]=[CH:10][O:11][CH:12]=2)[N:7]=1.[NH2:25][C:26]1[CH:31]=[CH:30][C:29]([N:32]2[CH2:37][CH2:36][N:35]([C:38](=[O:40])[CH3:39])[CH2:34][CH2:33]2)=[CH:28][CH:27]=1.Cl. (2) Reactant: Br[CH2:2][C:3]1[CH:10]=[CH:9][C:6]([C:7]#[N:8])=[CH:5][CH:4]=1.[NH:11]1[CH:15]=[N:14][CH:13]=[N:12]1.C(=O)([O-])[O-].[K+].[K+]. Product: [N:11]1([CH2:2][C:3]2[CH:10]=[CH:9][C:6]([C:7]#[N:8])=[CH:5][CH:4]=2)[CH:15]=[N:14][CH:13]=[N:12]1. The catalyst class is: 32. (3) Reactant: Cl.[N:2]1[CH:3]=[N:4][N:5]2[CH:10]=[C:9]([C:11]3[CH:20]=[C:19]4[C:14]([C@H:15]([C:21]5[CH:26]=[CH:25][C:24]([Cl:27])=[C:23]([Cl:28])[CH:22]=5)[CH2:16][NH:17][CH2:18]4)=[CH:13][CH:12]=3)[CH:8]=[CH:7][C:6]=12.[OH2:29]. Product: [OH2:29].[CH:7]([O-:29])([CH3:8])[CH3:6].[ClH:27].[N:2]1[CH:3]=[N:4][N:5]2[CH:10]=[C:9]([C:11]3[CH:20]=[C:19]4[C:14]([C@H:15]([C:21]5[CH:26]=[CH:25][C:24]([Cl:27])=[C:23]([Cl:28])[CH:22]=5)[CH2:16][NH:17][CH2:18]4)=[CH:13][CH:12]=3)[CH:8]=[CH:7][C:6]=12. The catalyst class is: 32. (4) The catalyst class is: 11. Product: [F:1][C:2]1[CH:3]=[CH:4][C:5]2[O:10][CH2:9][CH2:8][N:7]([C:13]3[CH:20]=[CH:19][C:16]([C:17]#[N:18])=[CH:15][C:14]=3[O:21][CH3:22])[C:6]=2[CH:11]=1. Reactant: [F:1][C:2]1[CH:3]=[CH:4][C:5]2[O:10][CH2:9][CH2:8][NH:7][C:6]=2[CH:11]=1.Br[C:13]1[CH:20]=[CH:19][C:16]([C:17]#[N:18])=[CH:15][C:14]=1[O:21][CH3:22].CC(C)([O-])C.[Na+].CC1(C)C2C(=C(P(C3C=CC=CC=3)C3C=CC=CC=3)C=CC=2)OC2C(P(C3C=CC=CC=3)C3C=CC=CC=3)=CC=CC1=2.BrC1N=C(N(CC2C=CC(OC)=CC=2)S(C2C=CC3N(C4C=CC(C(F)(F)F)=CC=4Cl)CCOC=3C=2)(=O)=O)SN=1. (5) Reactant: [C:1]1([SH:7])[CH:6]=[CH:5][CH:4]=[CH:3][CH:2]=1.[H-].[Na+].[CH2:10]([O:12][C:13](=[O:16])[CH2:14]Br)[CH3:11]. Product: [CH2:10]([O:12][C:13](=[O:16])[CH2:14][S:7][C:1]1[CH:6]=[CH:5][CH:4]=[CH:3][CH:2]=1)[CH3:11]. The catalyst class is: 3. (6) Reactant: [CH2:1]([C:5]1[C:6]([CH3:29])=[C:7]([C:10]2[O:14][C:13]([C:15]3[CH:26]=[C:25]([CH3:27])[C:18]([O:19][CH2:20][CH:21]([OH:24])[CH2:22]O)=[C:17]([CH3:28])[CH:16]=3)=[N:12][N:11]=2)[S:8][CH:9]=1)[CH:2]([CH3:4])[CH3:3].CC[N:32](CC)CC.CS(Cl)(=O)=O.N. Product: [NH2:32][CH2:22][CH:21]([OH:24])[CH2:20][O:19][C:18]1[C:25]([CH3:27])=[CH:26][C:15]([C:13]2[O:14][C:10]([C:7]3[S:8][CH:9]=[C:5]([CH2:1][CH:2]([CH3:4])[CH3:3])[C:6]=3[CH3:29])=[N:11][N:12]=2)=[CH:16][C:17]=1[CH3:28]. The catalyst class is: 36.